Dataset: Catalyst prediction with 721,799 reactions and 888 catalyst types from USPTO. Task: Predict which catalyst facilitates the given reaction. (1) Reactant: O.[NH2:2][NH2:3].[F:4][C:5]([F:19])([F:18])[C:6]([F:17])([F:16])[C:7](=O)[CH2:8][C:9](=O)[C:10]([CH3:13])([CH3:12])[CH3:11]. Product: [C:10]([C:9]1[CH:8]=[C:7]([C:6]([F:17])([F:16])[C:5]([F:19])([F:18])[F:4])[NH:3][N:2]=1)([CH3:13])([CH3:12])[CH3:11]. The catalyst class is: 8. (2) Product: [CH2:1]([CH:3]([C:6]1[N:11]2[N:12]=[C:13]([CH3:22])[C:14]([C:15]3[S:19][C:18]([N:30]4[CH2:35][CH2:34][O:33][CH2:32][CH2:31]4)=[N:17][C:16]=3[Cl:21])=[C:10]2[N:9]=[C:8]([CH3:23])[CH:7]=1)[CH2:4][CH3:5])[CH3:2]. The catalyst class is: 6. Reactant: [CH2:1]([CH:3]([C:6]1[N:11]2[N:12]=[C:13]([CH3:22])[C:14]([C:15]3[S:19][C:18](Cl)=[N:17][C:16]=3[Cl:21])=[C:10]2[N:9]=[C:8]([CH3:23])[CH:7]=1)[CH2:4][CH3:5])[CH3:2].CC1OCCC1.[NH:30]1[CH2:35][CH2:34][O:33][CH2:32][CH2:31]1. (3) Reactant: C(OC(N1CCCCC1[O:14][C:15]1[CH:20]=[CH:19][C:18]([NH:21][C:22]2[C:23]3[CH:31]=[C:30](F)[N:29]=[CH:28][C:24]=3[N:25]=[CH:26][N:27]=2)=[CH:17][C:16]=1[CH3:33])=O)(C)(C)C.F[C:35]1[N:45]=[CH:44][C:38]2N=CNC(=O)[C:37]=2[CH:36]=1.O=S(Cl)Cl.CC[N:52]([CH2:55][CH3:56])[CH2:53][CH3:54].C(OC(N1CCC([O:70][C:71]2[CH:76]=[CH:75][C:74](N)=[CH:73][C:72]=2C)CC1)=O)(C)(C)C. Product: [CH:76]1([C:71]([N:45]2[CH2:35][CH2:36][CH:37]([O:14][C:15]3[CH:20]=[CH:19][C:18]([NH:21][C:22]4[C:23]5[CH:31]=[C:30]([N:52]6[CH2:53][CH2:54][CH2:56][CH2:55]6)[N:29]=[CH:28][C:24]=5[N:25]=[CH:26][N:27]=4)=[CH:17][C:16]=3[CH3:33])[CH2:38][CH2:44]2)=[O:70])[CH2:75][CH2:74][CH2:73][CH2:72]1. The catalyst class is: 825. (4) Reactant: [CH3:1][O:2][C:3](=[O:18])[C:4]1[CH:9]=[C:8](F)[C:7]([C:11]([F:14])([F:13])[F:12])=[CH:6][C:5]=1[N+:15]([O-:17])=[O:16].[NH:19]1[CH:23]=[C:22]([C:24]#[N:25])[N:21]=[CH:20]1.C(N(C(C)C)C(C)C)C. Product: [CH3:1][O:2][C:3](=[O:18])[C:4]1[CH:9]=[C:8]([N:19]2[CH:23]=[C:22]([C:24]#[N:25])[N:21]=[CH:20]2)[C:7]([C:11]([F:14])([F:13])[F:12])=[CH:6][C:5]=1[N+:15]([O-:17])=[O:16]. The catalyst class is: 12. (5) Reactant: C(Cl)(=O)C(Cl)=O.CS(C)=O.[Br:11][C:12]1[CH:13]=[CH:14][C:15]([N:26]2[CH2:30][CH2:29][CH:28]([OH:31])[CH2:27]2)=[C:16](/[CH:18]=[C:19](\[CH3:25])/[C:20]([O:22][CH2:23][CH3:24])=[O:21])[CH:17]=1.C(N(CC)CC)C. Product: [Br:11][C:12]1[CH:13]=[CH:14][C:15]([N:26]2[CH2:30][CH2:29][C:28](=[O:31])[CH2:27]2)=[C:16](/[CH:18]=[C:19](\[CH3:25])/[C:20]([O:22][CH2:23][CH3:24])=[O:21])[CH:17]=1. The catalyst class is: 46. (6) Reactant: [CH3:1][C:2]([C:4]1[CH:5]=[CH:6][C:7]([OH:10])=[CH:8][CH:9]=1)=[O:3].C(=O)([O-])[O-].[K+].[K+].[Br:17][CH:18](Br)[CH3:19]. Product: [Br:17][CH2:18][CH2:19][O:10][C:7]1[CH:8]=[CH:9][C:4]([C:2](=[O:3])[CH3:1])=[CH:5][CH:6]=1. The catalyst class is: 21. (7) Product: [OH:58][C:57]1[C:52](=[O:51])[NH:53][N:54]=[C:55]([CH:66]([C:68]2[CH:73]=[CH:72][CH:71]=[C:70]([C:74]([F:76])([F:75])[F:77])[CH:69]=2)[CH3:67])[CH:56]=1. The catalyst class is: 7. Reactant: OC1C(=O)NN=C(CCC2C=CC=CC=2)C=1.C(OC1N=NC(C#CC(C)C)=CC=1OCC1C=CC=CC=1)C1C=CC=CC=1.C([O:51][C:52]1[N:53]=[N:54][C:55]([C:66]([C:68]2[CH:73]=[CH:72][CH:71]=[C:70]([C:74]([F:77])([F:76])[F:75])[CH:69]=2)=[CH2:67])=[CH:56][C:57]=1[O:58]CC1C=CC=CC=1)C1C=CC=CC=1.C(OCC)(=O)C. (8) Reactant: C[O:2][C:3](=[O:35])[CH2:4][CH2:5][CH2:6][CH2:7][CH2:8][NH:9][C:10]1[C:11]2[C:18]([C:19]3[CH:24]=[CH:23][C:22]([O:25][CH3:26])=[CH:21][CH:20]=3)=[C:17]([C:27]3[CH:32]=[CH:31][CH:30]=[CH:29][C:28]=3[CH2:33][CH3:34])[O:16][C:12]=2[N:13]=[CH:14][N:15]=1.[OH-].[Na+].Cl.C(OCC)(=O)C. Product: [CH2:33]([C:28]1[CH:29]=[CH:30][CH:31]=[CH:32][C:27]=1[C:17]1[O:16][C:12]2[N:13]=[CH:14][N:15]=[C:10]([NH:9][CH2:8][CH2:7][CH2:6][CH2:5][CH2:4][C:3]([OH:35])=[O:2])[C:11]=2[C:18]=1[C:19]1[CH:24]=[CH:23][C:22]([O:25][CH3:26])=[CH:21][CH:20]=1)[CH3:34]. The catalyst class is: 12. (9) Reactant: [CH3:1][C:2]1[CH:3]=[CH:4][C:5]([N+:11]([O-:13])=[O:12])=[C:6]([CH:10]=1)[C:7](O)=[O:8].C([N:16](CC)CC)C.ClC(OCC(C)C)=O. Product: [CH3:1][C:2]1[CH:3]=[CH:4][C:5]([N+:11]([O-:13])=[O:12])=[C:6]([CH:10]=1)[C:7]([NH2:16])=[O:8]. The catalyst class is: 4. (10) The catalyst class is: 6. Reactant: CC(O)C.[CH3:5][C:6]([CH3:8])=O.CCO[Si](OCC)(OCC)OCC.[C:22]1([Si:28](OCC)(OCC)[O:29]CC)[CH:27]=[CH:26][CH:25]=[CH:24][CH:23]=1.[C:38]([OH:43])(=O)[CH:39]([CH3:41])O.[CH2:44]([OH:48])[CH2:45][CH2:46]C.C(O)C. Product: [C:22]1([Si:28]([O:43][CH2:38][CH2:39][CH3:41])([O:48][CH2:44][CH2:45][CH3:46])[O:29][CH2:5][CH2:6][CH3:8])[CH:27]=[CH:26][CH:25]=[CH:24][CH:23]=1.